From a dataset of NCI-60 drug combinations with 297,098 pairs across 59 cell lines. Regression. Given two drug SMILES strings and cell line genomic features, predict the synergy score measuring deviation from expected non-interaction effect. (1) Drug 1: C1C(C(OC1N2C=NC3=C(N=C(N=C32)Cl)N)CO)O. Drug 2: CC1C(C(CC(O1)OC2CC(CC3=C2C(=C4C(=C3O)C(=O)C5=CC=CC=C5C4=O)O)(C(=O)C)O)N)O. Cell line: UACC62. Synergy scores: CSS=74.3, Synergy_ZIP=-10.9, Synergy_Bliss=-11.1, Synergy_Loewe=-9.49, Synergy_HSA=-7.77. (2) Drug 1: CS(=O)(=O)C1=CC(=C(C=C1)C(=O)NC2=CC(=C(C=C2)Cl)C3=CC=CC=N3)Cl. Drug 2: CS(=O)(=O)CCNCC1=CC=C(O1)C2=CC3=C(C=C2)N=CN=C3NC4=CC(=C(C=C4)OCC5=CC(=CC=C5)F)Cl. Cell line: SW-620. Synergy scores: CSS=-6.56, Synergy_ZIP=3.85, Synergy_Bliss=0.387, Synergy_Loewe=-4.53, Synergy_HSA=-4.42. (3) Drug 1: C1CCN(CC1)CCOC2=CC=C(C=C2)C(=O)C3=C(SC4=C3C=CC(=C4)O)C5=CC=C(C=C5)O. Drug 2: CC1=C(C=C(C=C1)C(=O)NC2=CC(=CC(=C2)C(F)(F)F)N3C=C(N=C3)C)NC4=NC=CC(=N4)C5=CN=CC=C5. Cell line: COLO 205. Synergy scores: CSS=2.46, Synergy_ZIP=5.61, Synergy_Bliss=11.5, Synergy_Loewe=-21.9, Synergy_HSA=2.00. (4) Cell line: MOLT-4. Drug 2: C1CN(P(=O)(OC1)NCCCl)CCCl. Synergy scores: CSS=38.5, Synergy_ZIP=4.19, Synergy_Bliss=6.17, Synergy_Loewe=-36.3, Synergy_HSA=3.62. Drug 1: CN(CCCl)CCCl.Cl.